This data is from NCI-60 drug combinations with 297,098 pairs across 59 cell lines. The task is: Regression. Given two drug SMILES strings and cell line genomic features, predict the synergy score measuring deviation from expected non-interaction effect. Synergy scores: CSS=13.1, Synergy_ZIP=-5.74, Synergy_Bliss=-1.43, Synergy_Loewe=0.457, Synergy_HSA=0.385. Cell line: HS 578T. Drug 1: CC1=CC=C(C=C1)C2=CC(=NN2C3=CC=C(C=C3)S(=O)(=O)N)C(F)(F)F. Drug 2: C1C(C(OC1N2C=NC3=C(N=C(N=C32)Cl)N)CO)O.